Binary Classification. Given a miRNA mature sequence and a target amino acid sequence, predict their likelihood of interaction. From a dataset of Experimentally validated miRNA-target interactions with 360,000+ pairs, plus equal number of negative samples. (1) The protein sequence of the target gene is MRVLVGGGTGFIGTALTQLLNARGHEVTLVSRKPGPGRITWDELAASGLPSCDAAVNLAGENILNPLRRWNETFQKEVIGSRLETTQLLAKAITKAPQPPKAWVLVTGVAYYQPSLTAEYDEDSPGGDFDFFSNLVTKWEAAARLPGDSTRQVVVRSGVVLGRGGGAMGHMLLPFRLGLGGPIGSGHQFFPWIHIGDLAGILTHALEANHVHGVLNGVAPSSATNAEFAQTLGAALGRRAFIPLPSAVVQAVFGRQRAIMLLEGQKVIPQRTLATGYQYSFPELGAALKEIVA. Result: 0 (no interaction). The miRNA is hsa-miR-4761-3p with sequence GAGGGCAUGCGCACUUUGUCC. (2) The miRNA is hsa-miR-181a-5p with sequence AACAUUCAACGCUGUCGGUGAGU. The protein sequence of the target gene is MASFVTEVLAHSGRLEKEDLGTRISRLTRRVEEIKGEVCNMISKKYSEFLPSMQSAQGLITQVDKLSEDIDLLKSRIESEVRRDLHVSTGEFTDLKQQLERDSVVLSLLKQLQEFSTAIEEYNCALTEKKYVTGAQRLEEAQKCLKLLKSRKCFDLKILKSLSMELTIQKQNILYHLGEEWQKLIVWKFPPSKDTSSLESYLQTELHLYTEQSHKEEKTPMPPISSVLLAFSVLGELHSKLKSFGQMLLKYILRPLASCPSLHAVIESQPNIVIIRFESIMTNLEYPSPSEVFTKIRLVL.... Result: 0 (no interaction). (3) The miRNA is mmu-miR-96-5p with sequence UUUGGCACUAGCACAUUUUUGCU. The protein sequence of the target gene is MDASAEQSLPEPGSQDSVAGEDIEIVVNVGGVRQVLYGDLLSQYPETRLAELINCLAGGYDTIFSLCDDYDPGKREFYFDRDPDAFKCVIEVYYFGEVHMKKGICPICFKNEMDFWKVDLKFLDDCCKSHLSEKREELEEIARRVQLILDDLGVDAAEGRWRRCQKCVWKFLEKPESSCPARVVAVLSFLLILVSSVVMCMGTIPELQVVDSEGNRVEHPTLENVETACIGWFTLEYLLRLFSSPNKLHFALSFMNIVDVLAILPFYVSLTLTHLGARMMELTNVQQAVQALRIMRIARI.... Result: 0 (no interaction). (4) The miRNA is mmu-miR-496a-3p with sequence UGAGUAUUACAUGGCCAAUCUC. The protein sequence of the target gene is MMWGAGSSMAWFSAGSGSVNVSSVDPVEEPTGPATLLPSPRAWDVVLCISGTLVSCENALVVAIIVGTPAFRAPMFLLVGSLAVADLLAGLGLVLHFAADFCIGSPEMSLMLVGVLAMAFTASIGSLLAITVDRYLSLYNALTYYSETTVTRTYVMLALVWVGALGLGLVPVLAWNCRDGLTTCGVVYPLSKNHLVVLAIAFFMVFGIMLQLYAQICRIVCRHAQQIALQRHLLPASHYVATRKGIATLAVVLGAFAACWLPFTVYCLLGDADSPRLYTYLTLLPATYNSMINPVIYAFR.... Result: 0 (no interaction).